This data is from Full USPTO retrosynthesis dataset with 1.9M reactions from patents (1976-2016). The task is: Predict the reactants needed to synthesize the given product. (1) Given the product [Si:21]([O:16][C@@H:12]1[CH2:13][CH2:14][CH2:15][N:10]([C:9]2[CH:8]=[CH:7][N:6]=[CH:5][C:4]=2[N+:1]([O-:3])=[O:2])[CH2:11]1)([C:18]([CH3:20])([CH3:19])[CH3:17])([CH3:23])[CH3:22], predict the reactants needed to synthesize it. The reactants are: [N+:1]([C:4]1[CH:5]=[N:6][CH:7]=[CH:8][C:9]=1[N:10]1[CH2:15][CH2:14][CH2:13][C@@H:12]([OH:16])[CH2:11]1)([O-:3])=[O:2].[CH3:17][C:18]([Si:21](Cl)([CH3:23])[CH3:22])([CH3:20])[CH3:19].N1C=CN=C1. (2) Given the product [N:17]1[CH:22]=[C:21]([C:23]2[CH:24]=[C:25]([NH:29][C:2]3[C:11]4[C:6](=[C:7]([C:12]5[CH:16]=[CH:15][S:14][CH:13]=5)[CH:8]=[CH:9][CH:10]=4)[CH:5]=[CH:4][N:3]=3)[CH:26]=[CH:27][CH:28]=2)[CH:20]=[N:19][CH:18]=1, predict the reactants needed to synthesize it. The reactants are: Cl[C:2]1[C:11]2[C:6](=[C:7]([C:12]3[CH:16]=[CH:15][S:14][CH:13]=3)[CH:8]=[CH:9][CH:10]=2)[CH:5]=[CH:4][N:3]=1.[N:17]1[CH:22]=[C:21]([C:23]2[CH:24]=[C:25]([NH2:29])[CH:26]=[CH:27][CH:28]=2)[CH:20]=[N:19][CH:18]=1.C(=O)([O-])[O-].[K+].[K+]. (3) Given the product [C:1]([O:5][C:6](=[O:18])[N:7]([C:22]1[N:27]=[C:26]([Cl:28])[N:25]=[C:24]2[N:29]([CH3:32])[N:30]=[CH:31][C:23]=12)[C:8]1[CH:13]=[CH:12][C:11]([S:14]([CH3:17])(=[O:15])=[O:16])=[CH:10][CH:9]=1)([CH3:4])([CH3:3])[CH3:2], predict the reactants needed to synthesize it. The reactants are: [C:1]([O:5][C:6](=[O:18])[NH:7][C:8]1[CH:13]=[CH:12][C:11]([S:14]([CH3:17])(=[O:16])=[O:15])=[CH:10][CH:9]=1)([CH3:4])([CH3:3])[CH3:2].[H-].[Na+].Cl[C:22]1[N:27]=[C:26]([Cl:28])[N:25]=[C:24]2[N:29]([CH3:32])[N:30]=[CH:31][C:23]=12. (4) Given the product [Cl:27][C:17]1[S:16][C:15]([NH:18][C:19]2[N:20]=[CH:21][CH:22]=[CH:23][N:24]=2)=[N:14][C:13]=1[C:11]1[CH:10]=[N:9][N:8]([CH2:7][C:6]2[CH:5]=[CH:4][C:3]([O:2][CH3:1])=[CH:26][CH:25]=2)[CH:12]=1, predict the reactants needed to synthesize it. The reactants are: [CH3:1][O:2][C:3]1[CH:26]=[CH:25][C:6]([CH2:7][N:8]2[CH:12]=[C:11]([C:13]3[N:14]=[C:15]([NH:18][C:19]4[N:24]=[CH:23][CH:22]=[CH:21][N:20]=4)[S:16][CH:17]=3)[CH:10]=[N:9]2)=[CH:5][CH:4]=1.[Cl:27]N1C(=O)CCC1=O.